Dataset: Forward reaction prediction with 1.9M reactions from USPTO patents (1976-2016). Task: Predict the product of the given reaction. (1) Given the reactants [C:1]([O:5][C:6]([N:8]1[CH2:14][CH2:13][CH2:12][N:11]([C:15]2[NH:19][C:18]3[CH:20]=[CH:21][CH:22]=[CH:23][C:17]=3[N:16]=2)[CH2:10][CH2:9]1)=[O:7])([CH3:4])([CH3:3])[CH3:2].[H-].[Na+].S(O[CH2:31][CH2:32][O:33][CH:34]([CH3:36])[CH3:35])(=O)(=O)C, predict the reaction product. The product is: [C:1]([O:5][C:6]([N:8]1[CH2:14][CH2:13][CH2:12][N:11]([C:15]2[N:16]([CH2:31][CH2:32][O:33][CH:34]([CH3:36])[CH3:35])[C:17]3[CH:23]=[CH:22][CH:21]=[CH:20][C:18]=3[N:19]=2)[CH2:10][CH2:9]1)=[O:7])([CH3:4])([CH3:2])[CH3:3]. (2) Given the reactants [Cl:1][C:2]1[CH:7]=[CH:6][CH:5]=[C:4]([Cl:8])[C:3]=1[C:9]([C:11]1[N:15]2[CH:16]=[CH:17][CH:18]=[N:19][C:14]2=[CH:13][N:12]=1)=[O:10].C1C(=O)N([Br:27])C(=O)C1, predict the reaction product. The product is: [Br:27][C:13]1[N:12]=[C:11]([C:9]([C:3]2[C:2]([Cl:1])=[CH:7][CH:6]=[CH:5][C:4]=2[Cl:8])=[O:10])[N:15]2[CH:16]=[CH:17][CH:18]=[N:19][C:14]=12. (3) Given the reactants [NH2:1][C:2]1[CH:7]=[N:6][CH:5]=[CH:4][N:3]=1.[CH:8]1([C:11](Cl)=[O:12])[CH2:10][CH2:9]1, predict the reaction product. The product is: [N:3]1[CH:4]=[CH:5][N:6]=[CH:7][C:2]=1[NH:1][C:11]([CH:8]1[CH2:10][CH2:9]1)=[O:12]. (4) Given the reactants [Cl:1][C:2]1[CH:3]=[N:4][C:5]2[N:6]([N:8]=[C:9]([C:11]([OH:13])=O)[CH:10]=2)[CH:7]=1.[N:14]1([C:20]2[CH:29]=[C:28]3[C:23]([CH2:24][CH2:25][NH:26][CH2:27]3)=[CH:22][CH:21]=2)[CH2:19][CH2:18][O:17][CH2:16][CH2:15]1, predict the reaction product. The product is: [Cl:1][C:2]1[CH:3]=[N:4][C:5]2[N:6]([N:8]=[C:9]([C:11]([N:26]3[CH2:25][CH2:24][C:23]4[C:28](=[CH:29][C:20]([N:14]5[CH2:19][CH2:18][O:17][CH2:16][CH2:15]5)=[CH:21][CH:22]=4)[CH2:27]3)=[O:13])[CH:10]=2)[CH:7]=1. (5) The product is: [F:28][CH:27]([F:29])[C:17]1[N:16]([C:4]2[N:5]=[C:6]([N:8]3[CH2:13][C@@H:12]([CH3:14])[O:11][C@@H:10]([CH3:15])[CH2:9]3)[CH:7]=[C:2]([N:30]3[CH2:35][CH2:34][O:33][CH2:32][CH2:31]3)[N:3]=2)[C:20]2[CH:21]=[CH:22][CH:23]=[C:24]([O:25][CH3:26])[C:19]=2[N:18]=1. Given the reactants Cl[C:2]1[CH:7]=[C:6]([N:8]2[CH2:13][C@@H:12]([CH3:14])[O:11][C@@H:10]([CH3:15])[CH2:9]2)[N:5]=[C:4]([N:16]2[C:20]3[CH:21]=[CH:22][CH:23]=[C:24]([O:25][CH3:26])[C:19]=3[N:18]=[C:17]2[CH:27]([F:29])[F:28])[N:3]=1.[NH:30]1[CH2:35][CH2:34][O:33][CH2:32][CH2:31]1, predict the reaction product.